The task is: Predict the product of the given reaction.. This data is from Forward reaction prediction with 1.9M reactions from USPTO patents (1976-2016). (1) The product is: [CH3:25][O:24][C:17]1[C:16]2[NH:10][C:9]3[C:8](=[CH:14][CH:13]=[CH:12][CH:11]=3)[C:21]=2[C:20]([O:22][CH3:23])=[CH:19][CH:18]=1. Given the reactants CC([O-])(C)C.[Na+].Cl[C:8]1[CH:14]=[CH:13][CH:12]=[CH:11][C:9]=1[NH2:10].Br[C:16]1[CH:21]=[C:20]([O:22][CH3:23])[CH:19]=[CH:18][C:17]=1[O:24][CH3:25], predict the reaction product. (2) Given the reactants [Cl:1][C:2]1[CH:7]=[CH:6][C:5]([C:8]2[CH:13]=[CH:12][C:11]([O:14][CH3:15])=[C:10]([CH2:16][NH:17][CH:18]3[CH2:23][CH2:22][CH:21]([N:24]([CH3:32])[C:25](=[O:31])[O:26][C:27]([CH3:30])([CH3:29])[CH3:28])[CH2:20][CH2:19]3)[CH:9]=2)=[CH:4][CH:3]=1.[Cl:33][C:34]1[C:35]2[CH:45]=[CH:44][CH:43]=[CH:42][C:36]=2[S:37][C:38]=1[C:39](Cl)=[O:40], predict the reaction product. The product is: [Cl:33][C:34]1[C:35]2[CH:45]=[CH:44][CH:43]=[CH:42][C:36]=2[S:37][C:38]=1[C:39]([N:17]([CH2:16][C:10]1[CH:9]=[C:8]([C:5]2[CH:4]=[CH:3][C:2]([Cl:1])=[CH:7][CH:6]=2)[CH:13]=[CH:12][C:11]=1[O:14][CH3:15])[CH:18]1[CH2:19][CH2:20][CH:21]([N:24]([CH3:32])[C:25](=[O:31])[O:26][C:27]([CH3:29])([CH3:28])[CH3:30])[CH2:22][CH2:23]1)=[O:40].